This data is from Reaction yield outcomes from USPTO patents with 853,638 reactions. The task is: Predict the reaction yield, written as a fraction of the theoretical maximum amount of product (1.0 means a 100% yield; for example, 0.34 means a 34% yield). (1) The reactants are CN(C)[CH:3]=[O:4].P(Cl)(Cl)(Cl)=O.[CH3:11][C:12]1[C:16]([CH3:17])=[CH:15][NH:14][CH:13]=1. The catalyst is ClCCCl. The product is [CH3:11][C:12]1[C:16]([CH3:17])=[CH:15][NH:14][C:13]=1[CH:3]=[O:4]. The yield is 0.500. (2) The product is [CH3:25][S:26]([C:29]1[CH:34]=[C:33]([CH:32]=[CH:31][CH:30]=1)[CH2:20][Cl:24])(=[O:28])=[O:27]. The reactants are C1(P(C2C=CC=CC=2)C2C=CC=CC=2)C=CC=CC=1.[C:20]([Cl:24])(Cl)(Cl)Cl.[CH3:25][S:26]([C:29]1[CH:30]=[C:31](CO)[CH:32]=[CH:33][CH:34]=1)(=[O:28])=[O:27]. The catalyst is O1CCCC1. The yield is 0.770. (3) The reactants are Cl[C:2]1[C:7]2=[C:8]([CH3:11])[CH:9]=[CH:10][N:6]2[N:5]=[CH:4][N:3]=1.Cl.[F:13][C:14]1[CH:15]=[C:16]([CH:26]=[CH:27][CH:28]=1)[CH2:17][O:18][C:19]1[CH:24]=[CH:23][C:22]([NH2:25])=[CH:21][CH:20]=1.C([O-])(O)=O.[Na+]. The catalyst is C(#N)C. The product is [F:13][C:14]1[CH:15]=[C:16]([CH:26]=[CH:27][CH:28]=1)[CH2:17][O:18][C:19]1[CH:24]=[CH:23][C:22]([NH:25][C:2]2[C:7]3=[C:8]([CH3:11])[CH:9]=[CH:10][N:6]3[N:5]=[CH:4][N:3]=2)=[CH:21][CH:20]=1. The yield is 0.370.